From a dataset of Reaction yield outcomes from USPTO patents with 853,638 reactions. Predict the reaction yield, written as a fraction of the theoretical maximum amount of product (1.0 means a 100% yield; for example, 0.34 means a 34% yield). (1) The reactants are BrN1[C:6](=O)[CH2:5][CH2:4][C:3]1=[O:8].[CH3:9][O:10][C:11](=[O:20])[C:12]1[CH:17]=C(C)C=C[C:13]=1[F:19]. The catalyst is C(Cl)(Cl)(Cl)Cl.C1C=CC(/C=C/C(/C=C/C2C=CC=CC=2)=O)=CC=1.C1C=CC(/C=C/C(/C=C/C2C=CC=CC=2)=O)=CC=1.C1C=CC(/C=C/C(/C=C/C2C=CC=CC=2)=O)=CC=1.[Pd].[Pd]. The product is [CH3:9][O:10][C:11](=[O:20])[C:12]1[CH:17]=[C:4]([CH:3]=[O:8])[CH:5]=[CH:6][C:13]=1[F:19]. The yield is 0.200. (2) The reactants are [Si:1]([O:8][CH:9]1[CH2:18][C:17]2[C:16]([NH:19][C:20]3[O:21][C:22]([C:25]4[CH:30]=[CH:29][C:28]([C:31]([F:34])([F:33])[F:32])=[CH:27][CH:26]=4)=[CH:23][N:24]=3)=[CH:15][CH:14]=[CH:13][C:12]=2[CH2:11][CH2:10]1)([C:4]([CH3:7])([CH3:6])[CH3:5])([CH3:3])[CH3:2].[H-].[Na+].IC.[C:39](OCC)(=O)C. The catalyst is CN(C)C=O. The product is [Si:1]([O:8][CH:9]1[CH2:18][C:17]2[C:16]([N:19]([CH3:39])[C:20]3[O:21][C:22]([C:25]4[CH:30]=[CH:29][C:28]([C:31]([F:32])([F:33])[F:34])=[CH:27][CH:26]=4)=[CH:23][N:24]=3)=[CH:15][CH:14]=[CH:13][C:12]=2[CH2:11][CH2:10]1)([C:4]([CH3:7])([CH3:5])[CH3:6])([CH3:3])[CH3:2]. The yield is 0.180. (3) The reactants are [CH2:1]([O:3][C:4]([C:6]1[S:7][C:8]([NH2:14])=[C:9](CC)[C:10]=1[CH3:11])=[O:5])[CH3:2].[Cl:15][CH2:16][CH2:17][N:18]=[C:19]=[O:20]. The catalyst is C(#N)C. The product is [Cl:15][CH2:16][CH2:17][NH:18][C:19](=[O:20])[NH:14][C:8]1[S:7][C:6]([C:4]([O:3][CH2:1][CH3:2])=[O:5])=[C:10]([CH3:11])[CH:9]=1. The yield is 0.820. (4) The reactants are [NH2:1][C:2]1[CH:3]=[C:4]([O:15][CH3:16])[C:5]([Cl:14])=[C:6]([C:8]#[C:9]C(C)(O)C)[CH:7]=1.[OH-].[Na+]. The catalyst is C1(C)C=CC=CC=1.CN(C=O)C. The product is [Cl:14][C:5]1[C:4]([O:15][CH3:16])=[CH:3][C:2]([NH2:1])=[CH:7][C:6]=1[C:8]#[CH:9]. The yield is 0.300.